This data is from Reaction yield outcomes from USPTO patents with 853,638 reactions. The task is: Predict the reaction yield, written as a fraction of the theoretical maximum amount of product (1.0 means a 100% yield; for example, 0.34 means a 34% yield). (1) The reactants are [BH4-].[Na+].[Br:3][C:4]1[CH:9]=[CH:8][C:7]([C:10]([CH:12]2[CH2:15][N:14]([CH3:16])[CH2:13]2)=[O:11])=[CH:6][CH:5]=1.[CH2:17](Cl)Cl. No catalyst specified. The product is [Br:3][C:4]1[CH:5]=[CH:6][C:7]([CH:10]([CH:12]2[CH2:17][CH2:13][N:14]([CH3:16])[CH2:15]2)[OH:11])=[CH:8][CH:9]=1. The yield is 0.340. (2) The reactants are C([NH:18][C@H:19]([C:30]([OH:32])=[O:31])[CH2:20][C:21]1[CH:26]=[CH:25][C:24]([C:27](=[O:29])[CH3:28])=[CH:23][CH:22]=1)(OCC1C2C(=CC=CC=2)C2C1=CC=CC=2)=O.N1CCCCC1. The catalyst is O. The product is [C:27]([C:24]1[CH:25]=[CH:26][C:21]([CH2:20][C@@H:19]([C:30]([OH:32])=[O:31])[NH2:18])=[CH:22][CH:23]=1)(=[O:29])[CH3:28]. The yield is 0.880. (3) The reactants are N([O-])=O.[Na+].[NH2:5][C:6]1[CH:11]=[CH:10][C:9]([C:12]2[CH2:17][S:16][C:15]3=[N:18][N:19]=[C:20]([C:21]4[CH:26]=[CH:25][C:24]([O:27][CH3:28])=[C:23]([O:29][CH3:30])[CH:22]=4)[N:14]3[N:13]=2)=[CH:8][CH:7]=1.[N-:31]=[N+:32]=[N-].[Na+]. The catalyst is CO.Cl.C(OCC)(=O)C. The product is [N:5]([C:6]1[CH:7]=[CH:8][C:9]([C:12]2[CH2:17][S:16][C:15]3=[N:18][N:19]=[C:20]([C:21]4[CH:26]=[CH:25][C:24]([O:27][CH3:28])=[C:23]([O:29][CH3:30])[CH:22]=4)[N:14]3[N:13]=2)=[CH:10][CH:11]=1)=[N+:31]=[N-:32]. The yield is 0.410. (4) The reactants are [Br:1][C:2]1[CH:3]=[C:4](N)[CH:5]=[C:6]([C:8]([F:11])([F:10])[F:9])[CH:7]=1.Cl.N([O-])=O.[Na+].[CH2:18]([O:20][C:21]([SH:23])=[S:22])[CH3:19].[K]. The yield is 0.510. The catalyst is O.C(O)C. The product is [CH2:18]([O:20][C:21](=[S:22])[S:23][C:4]1[CH:5]=[C:6]([C:8]([F:11])([F:10])[F:9])[CH:7]=[C:2]([Br:1])[CH:3]=1)[CH3:19].